The task is: Predict which catalyst facilitates the given reaction.. This data is from Catalyst prediction with 721,799 reactions and 888 catalyst types from USPTO. (1) Reactant: [CH2:1]([O:8][C:9]1[CH:18]=[C:17]2[C:12]([C:13](=O)[NH:14][CH:15]=[N:16]2)=[CH:11][C:10]=1[O:20][CH3:21])[C:2]1[CH:7]=[CH:6][CH:5]=[CH:4][CH:3]=1.S(Cl)([Cl:24])=O. Product: [ClH:24].[CH2:1]([O:8][C:9]1[CH:18]=[C:17]2[C:12]([C:13]([Cl:24])=[N:14][CH:15]=[N:16]2)=[CH:11][C:10]=1[O:20][CH3:21])[C:2]1[CH:7]=[CH:6][CH:5]=[CH:4][CH:3]=1. The catalyst class is: 3. (2) Reactant: [CH3:1][C:2]([CH3:38])([CH3:37])[C@H:3]([NH:9][C:10]1[C:15]([F:16])=[CH:14][N:13]=[C:12]([C:17]2[C:25]3[C:20](=[N:21][CH:22]=[C:23]([F:26])[CH:24]=3)[N:19](S(C3C=CC(C)=CC=3)(=O)=O)[CH:18]=2)[N:11]=1)[CH2:4][S:5]([CH3:8])(=[O:7])=[O:6].C[O-].[Na+].[NH4+].[Cl-]. Product: [CH3:1][C:2]([CH3:38])([CH3:37])[C@H:3]([NH:9][C:10]1[C:15]([F:16])=[CH:14][N:13]=[C:12]([C:17]2[C:25]3[C:20](=[N:21][CH:22]=[C:23]([F:26])[CH:24]=3)[NH:19][CH:18]=2)[N:11]=1)[CH2:4][S:5]([CH3:8])(=[O:7])=[O:6]. The catalyst class is: 1. (3) Reactant: [Cl:1][C:2]1[N:7]=[C:6](Cl)[CH:5]=[CH:4][N:3]=1.[Cl:9][C:10]1[CH:16]=[CH:15][C:14]([Cl:17])=[CH:13][C:11]=1[NH2:12].Cl. Product: [Cl:1][C:2]1[N:7]=[C:6]([NH:12][C:11]2[CH:13]=[C:14]([Cl:17])[CH:15]=[CH:16][C:10]=2[Cl:9])[CH:5]=[CH:4][N:3]=1. The catalyst class is: 51. (4) The catalyst class is: 2. Product: [C:18]12([NH:28][C:29]([N:15]3[CH2:16][CH2:17][N:12]([C:6]4[C:5]5[C:10](=[CH:11][C:2]([Cl:1])=[CH:3][CH:4]=5)[N:9]=[CH:8][CH:7]=4)[CH2:13][CH2:14]3)=[O:30])[CH2:27][CH:22]3[CH2:23][CH:24]([CH2:26][CH:20]([CH2:21]3)[CH2:19]1)[CH2:25]2. Reactant: [Cl:1][C:2]1[CH:11]=[C:10]2[C:5]([C:6]([N:12]3[CH2:17][CH2:16][NH:15][CH2:14][CH2:13]3)=[CH:7][CH:8]=[N:9]2)=[CH:4][CH:3]=1.[C:18]12([N:28]=[C:29]=[O:30])[CH2:27][CH:22]3[CH2:23][CH:24]([CH2:26][CH:20]([CH2:21]3)[CH2:19]1)[CH2:25]2.CCCCCC.CCOC(C)=O. (5) Reactant: [Cl:1][C:2]1[CH:7]=[CH:6][C:5]([C:8]2[C:9]([N:14]3[CH2:19][CH2:18][NH:17][CH2:16][CH2:15]3)=[N:10][CH:11]=[CH:12][N:13]=2)=[CH:4][CH:3]=1.[CH3:20][C:21]1[C:25]([CH:26]=O)=[C:24]([CH3:28])[N:23]([C:29]2[CH:34]=[CH:33][CH:32]=[CH:31][CH:30]=2)[N:22]=1.C(O)(=O)C.C(O[BH-](OC(=O)C)OC(=O)C)(=O)C.[Na+].[Cl-].[NH4+]. Product: [ClH:1].[Cl:1][C:2]1[CH:7]=[CH:6][C:5]([C:8]2[C:9]([N:14]3[CH2:15][CH2:16][N:17]([CH2:26][C:25]4[C:21]([CH3:20])=[N:22][N:23]([C:29]5[CH:34]=[CH:33][CH:32]=[CH:31][CH:30]=5)[C:24]=4[CH3:28])[CH2:18][CH2:19]3)=[N:10][CH:11]=[CH:12][N:13]=2)=[CH:4][CH:3]=1. The catalyst class is: 26.